The task is: Regression. Given a peptide amino acid sequence and an MHC pseudo amino acid sequence, predict their binding affinity value. This is MHC class II binding data.. This data is from Peptide-MHC class II binding affinity with 134,281 pairs from IEDB. (1) The peptide sequence is SQDLELSWNLNGLQEY. The MHC is HLA-DQA10301-DQB10302 with pseudo-sequence HLA-DQA10301-DQB10302. The binding affinity (normalized) is 0.350. (2) The peptide sequence is KKEGNTSLLWNGPMAVS. The MHC is DRB4_0103 with pseudo-sequence DRB4_0103. The binding affinity (normalized) is 0.204. (3) The peptide sequence is LIDTKCYKLEHPV. The MHC is DRB1_0101 with pseudo-sequence DRB1_0101. The binding affinity (normalized) is 0.246. (4) The peptide sequence is NYPIVQNLQGQMVHQAISPR. The MHC is DRB1_0802 with pseudo-sequence DRB1_0802. The binding affinity (normalized) is 0.606. (5) The peptide sequence is VTPCAAEEQKLPINALSNSL. The binding affinity (normalized) is 0.390. The MHC is DRB1_0405 with pseudo-sequence DRB1_0405. (6) The peptide sequence is LVDEERKLHQQGRCR. The MHC is DRB1_0701 with pseudo-sequence DRB1_0701. The binding affinity (normalized) is 0.217. (7) The peptide sequence is MVTQMAMTDTTPFGQQR. The MHC is DRB3_0101 with pseudo-sequence DRB3_0101. The binding affinity (normalized) is 0.475.